The task is: Predict the reaction yield, written as a fraction of the theoretical maximum amount of product (1.0 means a 100% yield; for example, 0.34 means a 34% yield).. This data is from Reaction yield outcomes from USPTO patents with 853,638 reactions. (1) The yield is 0.400. The product is [C:31]([C:30]1[N:4]=[C:2]([C:1]([O:6][CH2:7][CH3:8])=[O:16])[N:28]([CH2:21][C:22]2[CH:27]=[CH:26][CH:25]=[CH:24][CH:23]=2)[N:29]=1)([CH3:34])([CH3:32])[CH3:33]. The reactants are [C:1]([O:6][CH2:7][CH3:8])(=S)[C:2]([NH2:4])=O.F[B-](F)(F)F.C([O+:16](CC)CC)C.[CH2:21]([NH:28][NH:29][C:30](=O)[C:31]([CH3:34])([CH3:33])[CH3:32])[C:22]1[CH:27]=[CH:26][CH:25]=[CH:24][CH:23]=1.C(N(CC)CC)C. The catalyst is C(Cl)Cl. (2) The reactants are [Si:1]([O:8][C:9]1[CH:31]=[CH:30][C:12]([NH:13][C:14]2[CH:19]=[CH:18][C:17]([O:20][CH2:21][CH2:22][O:23][CH:24]3[CH2:29][CH2:28][CH2:27][CH2:26][O:25]3)=[CH:16][CH:15]=2)=[C:11]([N+:32]([O-])=O)[CH:10]=1)([C:4]([CH3:7])([CH3:6])[CH3:5])([CH3:3])[CH3:2].[H][H]. The catalyst is [OH-].[Pd+2].[OH-].C(O)C. The product is [Si:1]([O:8][C:9]1[CH:10]=[C:11]([NH2:32])[C:12]([NH:13][C:14]2[CH:19]=[CH:18][C:17]([O:20][CH2:21][CH2:22][O:23][CH:24]3[CH2:29][CH2:28][CH2:27][CH2:26][O:25]3)=[CH:16][CH:15]=2)=[CH:30][CH:31]=1)([C:4]([CH3:7])([CH3:6])[CH3:5])([CH3:3])[CH3:2]. The yield is 0.740. (3) The reactants are C([N:8]1[CH:12]=[C:11]([CH3:13])[N:10]=[C:9]1[CH:14]1[C:19]2=[N:20][NH:21][C:22](=[O:27])[C:23]3[CH:24]=[CH:25][CH:26]=[C:17]([C:18]=32)[NH:16][CH:15]1[C:28]1[CH:33]=[CH:32][CH:31]=[CH:30][CH:29]=1)C1C=CC=CC=1. The catalyst is [OH-].[OH-].[Pd+2].CO. The product is [CH3:13][C:11]1[N:10]=[C:9]([CH:14]2[C:19]3=[N:20][NH:21][C:22](=[O:27])[C:23]4[CH:24]=[CH:25][CH:26]=[C:17]([C:18]=43)[NH:16][CH:15]2[C:28]2[CH:33]=[CH:32][CH:31]=[CH:30][CH:29]=2)[NH:8][CH:12]=1. The yield is 0.870.